This data is from Peptide-MHC class II binding affinity with 134,281 pairs from IEDB. The task is: Regression. Given a peptide amino acid sequence and an MHC pseudo amino acid sequence, predict their binding affinity value. This is MHC class II binding data. The peptide sequence is KFTYLINYIQDEINT. The MHC is DRB1_1101 with pseudo-sequence DRB1_1101. The binding affinity (normalized) is 0.0394.